Dataset: NCI-60 drug combinations with 297,098 pairs across 59 cell lines. Task: Regression. Given two drug SMILES strings and cell line genomic features, predict the synergy score measuring deviation from expected non-interaction effect. (1) Drug 1: C1=CC(=CC=C1CC(C(=O)O)N)N(CCCl)CCCl.Cl. Drug 2: C1C(C(OC1N2C=NC(=NC2=O)N)CO)O. Cell line: OVCAR-4. Synergy scores: CSS=13.4, Synergy_ZIP=-1.45, Synergy_Bliss=1.67, Synergy_Loewe=-7.02, Synergy_HSA=-1.65. (2) Drug 1: CS(=O)(=O)C1=CC(=C(C=C1)C(=O)NC2=CC(=C(C=C2)Cl)C3=CC=CC=N3)Cl. Drug 2: CN(C)C1=NC(=NC(=N1)N(C)C)N(C)C. Cell line: COLO 205. Synergy scores: CSS=-0.588, Synergy_ZIP=4.91, Synergy_Bliss=8.94, Synergy_Loewe=-1.37, Synergy_HSA=-0.241. (3) Drug 1: CC1C(C(=O)NC(C(=O)N2CCCC2C(=O)N(CC(=O)N(C(C(=O)O1)C(C)C)C)C)C(C)C)NC(=O)C3=C4C(=C(C=C3)C)OC5=C(C(=O)C(=C(C5=N4)C(=O)NC6C(OC(=O)C(N(C(=O)CN(C(=O)C7CCCN7C(=O)C(NC6=O)C(C)C)C)C)C(C)C)C)N)C. Drug 2: CC12CCC3C(C1CCC2OP(=O)(O)O)CCC4=C3C=CC(=C4)OC(=O)N(CCCl)CCCl.[Na+]. Cell line: UACC-257. Synergy scores: CSS=47.7, Synergy_ZIP=8.75, Synergy_Bliss=18.6, Synergy_Loewe=15.3, Synergy_HSA=15.7. (4) Drug 1: C1C(C(OC1N2C=NC3=C(N=C(N=C32)Cl)N)CO)O. Synergy scores: CSS=31.7, Synergy_ZIP=-7.89, Synergy_Bliss=3.19, Synergy_Loewe=-11.2, Synergy_HSA=-3.75. Drug 2: CS(=O)(=O)CCNCC1=CC=C(O1)C2=CC3=C(C=C2)N=CN=C3NC4=CC(=C(C=C4)OCC5=CC(=CC=C5)F)Cl. Cell line: HT29.